From a dataset of Catalyst prediction with 721,799 reactions and 888 catalyst types from USPTO. Predict which catalyst facilitates the given reaction. (1) Reactant: [C:1]([O:5][C:6]([N:8]1[CH2:13][CH2:12][NH:11][CH2:10][CH2:9]1)=[O:7])([CH3:4])([CH3:3])[CH3:2].[C:14]1(=[O:24])[O:19][C:17](=[O:18])[C:16]2=[CH:20][CH:21]=[CH:22][CH:23]=[C:15]12. Product: [C:1]([O:5][C:6]([N:8]1[CH2:13][CH2:12][N:11]([C:14](=[O:24])[C:15]2[CH:23]=[CH:22][CH:21]=[CH:20][C:16]=2[C:17]([OH:19])=[O:18])[CH2:10][CH2:9]1)=[O:7])([CH3:4])([CH3:2])[CH3:3]. The catalyst class is: 11. (2) Product: [OH:5][C:4]1[CH:3]=[C:2]([CH3:1])[O:11][C:10](=[O:12])[C:9]=1[C:8](=[O:13])[CH:7]=[CH:6][CH:14]([CH3:15])[CH3:16]. Reactant: [CH3:1][C:2]1[O:11][C:10](=[O:12])[C:9]2[C:8](=[O:13])[CH2:7][CH:6]([CH:14]([CH3:16])[CH3:15])[O:5][C:4]=2[CH:3]=1.[F-].[Cs+].CC(O)(C)C.Cl. The catalyst class is: 282. (3) Reactant: C(OCC)(=O)C.CCCCCC.C1CCCCC1.CCCCCC.[CH3:25][O:26][C:27]1[C:36]2[C:31](=[CH:32][CH:33]=[CH:34][CH:35]=2)[C:30]([NH:37][C:38]2[CH:43]=[CH:42][C:41](OC)=[CH:40][CH:39]=2)=[CH:29][CH:28]=1.COC1C2C(=CC=CC=2)C(NC2C=CC=CC=2OC)=CC=1. Product: [CH3:25][O:26][C:27]1[C:36]2[C:31](=[CH:32][CH:33]=[CH:34][CH:35]=2)[C:30]([NH:37][C:38]2[CH:43]=[CH:42][CH:41]=[CH:40][CH:39]=2)=[CH:29][CH:28]=1. The catalyst class is: 244. (4) Reactant: [CH3:1][O:2][C:3]1[CH:8]=[CH:7][C:6]([C:9](=[O:14])[CH2:10][CH:11]([CH3:13])[CH3:12])=[CH:5][CH:4]=1.[Br:15]Br. Product: [Br:15][CH:10]([CH:11]([CH3:12])[CH3:13])[C:9]([C:6]1[CH:7]=[CH:8][C:3]([O:2][CH3:1])=[CH:4][CH:5]=1)=[O:14]. The catalyst class is: 413. (5) Reactant: OC(C(F)(F)F)=O.[NH2:8][CH2:9][CH2:10][C:11]1[CH:16]=[CH:15][C:14]([N:17]2[S:21](=[O:23])(=[O:22])[N:20]([CH2:24][CH2:25][Si:26]([CH3:29])([CH3:28])[CH3:27])[C:19](=[O:30])[CH2:18]2)=[C:13]([O:31][CH2:32][C:33]2[CH:38]=[CH:37][CH:36]=[CH:35][CH:34]=2)[CH:12]=1.C(N(CC)CC)C.[C:46](Cl)(=[O:53])[C:47]1[CH:52]=[CH:51][CH:50]=[CH:49][CH:48]=1. Product: [CH2:32]([O:31][C:13]1[CH:12]=[C:11]([CH2:10][CH2:9][NH:8][C:46](=[O:53])[C:47]2[CH:52]=[CH:51][CH:50]=[CH:49][CH:48]=2)[CH:16]=[CH:15][C:14]=1[N:17]1[CH2:18][C:19](=[O:30])[N:20]([CH2:24][CH2:25][Si:26]([CH3:27])([CH3:28])[CH3:29])[S:21]1(=[O:23])=[O:22])[C:33]1[CH:34]=[CH:35][CH:36]=[CH:37][CH:38]=1. The catalyst class is: 2. (6) Reactant: [NH:1]1[C:5]([C:6]2[CH:7]=[C:8]([C:13]3[CH:18]=[CH:17][C:16]([C:19]([F:22])([F:21])[F:20])=[CH:15][CH:14]=3)[CH:9]=[CH:10][C:11]=2[NH2:12])=[N:4][N:3]=[N:2]1.[Cl:23][C:24]1[CH:29]=[CH:28][C:27]([N:30]=[C:31]=[O:32])=[CH:26][C:25]=1[C:33]([F:36])([F:35])[F:34]. The catalyst class is: 11. Product: [Cl:23][C:24]1[CH:29]=[CH:28][C:27]([NH:30][C:31]([NH:12][C:11]2[CH:10]=[CH:9][C:8]([C:13]3[CH:14]=[CH:15][C:16]([C:19]([F:20])([F:21])[F:22])=[CH:17][CH:18]=3)=[CH:7][C:6]=2[C:5]2[NH:1][N:2]=[N:3][N:4]=2)=[O:32])=[CH:26][C:25]=1[C:33]([F:34])([F:35])[F:36].